From a dataset of Peptide-MHC class I binding affinity with 185,985 pairs from IEDB/IMGT. Regression. Given a peptide amino acid sequence and an MHC pseudo amino acid sequence, predict their binding affinity value. This is MHC class I binding data. (1) The peptide sequence is KTINALVYF. The MHC is HLA-B08:01 with pseudo-sequence HLA-B08:01. The binding affinity (normalized) is 0.0991. (2) The MHC is HLA-B45:01 with pseudo-sequence HLA-B45:01. The peptide sequence is ERYLKDQQL. The binding affinity (normalized) is 0. (3) The peptide sequence is IHAEFQASL. The MHC is HLA-A68:02 with pseudo-sequence HLA-A68:02. The binding affinity (normalized) is 0.0847. (4) The peptide sequence is QNSADPKVY. The MHC is HLA-A01:01 with pseudo-sequence HLA-A01:01. The binding affinity (normalized) is 0. (5) The peptide sequence is SLVKHHMYV. The MHC is HLA-A02:12 with pseudo-sequence HLA-A02:12. The binding affinity (normalized) is 0.787. (6) The peptide sequence is VPAWLPLGI. The MHC is HLA-B08:02 with pseudo-sequence HLA-B08:02. The binding affinity (normalized) is 0.0847. (7) The peptide sequence is RVHGATVFK. The MHC is HLA-B07:02 with pseudo-sequence HLA-B07:02. The binding affinity (normalized) is 0.0847.